This data is from Forward reaction prediction with 1.9M reactions from USPTO patents (1976-2016). The task is: Predict the product of the given reaction. Given the reactants [N:1]1([C:6]2[CH:7]=[C:8]([C:12]3[O:16][CH:15]=[N:14][C:13]=3[C:17]([O:19]C)=[O:18])[CH:9]=[CH:10][CH:11]=2)[CH2:5][CH2:4][CH2:3][CH2:2]1.[OH-].[Na+], predict the reaction product. The product is: [N:1]1([C:6]2[CH:7]=[C:8]([C:12]3[O:16][CH:15]=[N:14][C:13]=3[C:17]([OH:19])=[O:18])[CH:9]=[CH:10][CH:11]=2)[CH2:2][CH2:3][CH2:4][CH2:5]1.